Dataset: Reaction yield outcomes from USPTO patents with 853,638 reactions. Task: Predict the reaction yield, written as a fraction of the theoretical maximum amount of product (1.0 means a 100% yield; for example, 0.34 means a 34% yield). (1) The reactants are [CH:1]1([C:4]2[NH:8][C:7]3[CH:9]=[CH:10][CH:11]=[CH:12][C:6]=3[N:5]=2)[CH2:3][CH2:2]1.Br[CH2:14][C:15]1[CH:34]=[CH:33][C:18]2/[C:19](=[C:29](/[CH3:32])\[C:30]#[N:31])/[C:20]3[CH:27]=[CH:26][C:25]([F:28])=[CH:24][C:21]=3[O:22][CH2:23][C:17]=2[CH:16]=1. No catalyst specified. The product is [CH:1]1([C:4]2[N:5]([CH2:14][C:15]3[CH:34]=[CH:33][C:18]4/[C:19](=[C:29](/[CH3:32])\[C:30]#[N:31])/[C:20]5[CH:27]=[CH:26][C:25]([F:28])=[CH:24][C:21]=5[O:22][CH2:23][C:17]=4[CH:16]=3)[C:6]3[CH:12]=[CH:11][CH:10]=[CH:9][C:7]=3[N:8]=2)[CH2:3][CH2:2]1. The yield is 0.950. (2) The reactants are [CH:1]1([C:4]2[N:9]=[C:8]([NH2:10])[CH:7]=[CH:6][N:5]=2)[CH2:3][CH2:2]1.Br[C:12]1[C:13](=[O:20])[N:14]([CH3:19])[CH:15]=[C:16]([Br:18])[CH:17]=1.C(=O)([O-])[O-].[Cs+].[Cs+].CC1(C)C2C(=C(P(C3C=CC=CC=3)C3C=CC=CC=3)C=CC=2)OC2C(P(C3C=CC=CC=3)C3C=CC=CC=3)=CC=CC1=2. The catalyst is C1C=CC(/C=C/C(/C=C/C2C=CC=CC=2)=O)=CC=1.C1C=CC(/C=C/C(/C=C/C2C=CC=CC=2)=O)=CC=1.C1C=CC(/C=C/C(/C=C/C2C=CC=CC=2)=O)=CC=1.[Pd].[Pd]. The product is [Br:18][C:16]1[CH:17]=[C:12]([NH:10][C:8]2[CH:7]=[CH:6][N:5]=[C:4]([CH:1]3[CH2:3][CH2:2]3)[N:9]=2)[C:13](=[O:20])[N:14]([CH3:19])[CH:15]=1. The yield is 0.590. (3) The reactants are [Cl:1][C:2]1[C:3]([CH2:8][C:9]([NH:11][C:12]2[CH:17]=[CH:16][CH:15]=[C:14]([B:18]3[O:22][C:21]([CH3:24])([CH3:23])[C:20]([CH3:26])([CH3:25])[O:19]3)[C:13]=2[CH3:27])=[O:10])=[N:4][CH:5]=[CH:6][CH:7]=1.C1N=CN([C:33](N2C=NC=C2)=[O:34])C=1. The catalyst is C1(C)C=CC=CC=1.CCOC(C)=O. The product is [Cl:1][C:2]1[C:3]2[N:4]([C:33](=[O:34])[N:11]([C:12]3[CH:17]=[CH:16][CH:15]=[C:14]([B:18]4[O:22][C:21]([CH3:23])([CH3:24])[C:20]([CH3:26])([CH3:25])[O:19]4)[C:13]=3[CH3:27])[C:9](=[O:10])[CH:8]=2)[CH:5]=[CH:6][CH:7]=1. The yield is 0.650. (4) The reactants are [OH:1][C:2]1[N:11]=[CH:10][C:9]2[CH2:8][CH2:7][C:6]3[C:12]([C:16]([O:18][CH2:19][CH3:20])=[O:17])=[N:13][N:14]([CH3:15])[C:5]=3[C:4]=2[N:3]=1.C(N(CC)CC)C.[S:28](O[S:28]([C:31]([F:34])([F:33])[F:32])(=[O:30])=[O:29])([C:31]([F:34])([F:33])[F:32])(=[O:30])=[O:29]. The catalyst is ClCCl. The product is [CH3:15][N:14]1[C:5]2[C:4]3[N:3]=[C:2]([O:1][S:28]([C:31]([F:34])([F:33])[F:32])(=[O:30])=[O:29])[N:11]=[CH:10][C:9]=3[CH2:8][CH2:7][C:6]=2[C:12]([C:16]([O:18][CH2:19][CH3:20])=[O:17])=[N:13]1. The yield is 0.670. (5) The reactants are C([O:3][C:4](=[O:14])[CH:5]=[CH:6][C:7]1[CH:12]=[CH:11][C:10]([I:13])=[CH:9][CH:8]=1)C.O.[OH-].[Li+]. The catalyst is CO.O1CCCC1.O. The product is [I:13][C:10]1[CH:9]=[CH:8][C:7]([CH:6]=[CH:5][C:4]([OH:14])=[O:3])=[CH:12][CH:11]=1. The yield is 0.910. (6) The reactants are [CH3:1][CH2:2][C:3](=O)[CH2:4][CH3:5].C(O[BH-](OC(=O)C)OC(=O)C)(=O)C.[Na+].[NH2:21][C@@H:22]1[C@H:27]([NH:28][C:29]([C:31]2[NH:32][C:33]([CH2:37][CH3:38])=[C:34]([Cl:36])[N:35]=2)=[O:30])[CH2:26][CH2:25][N:24]([C:39]2[S:40][C:41]3[C:47]([C:48]([O:50][CH2:51][CH3:52])=[O:49])=[CH:46][CH:45]=[CH:44][C:42]=3[N:43]=2)[CH2:23]1.C(=O)(O)[O-].[Na+]. The catalyst is CO.O1CCCC1. The product is [Cl:36][C:34]1[N:35]=[C:31]([C:29]([NH:28][C@@H:27]2[CH2:26][CH2:25][N:24]([C:39]3[S:40][C:41]4[C:47]([C:48]([O:50][CH2:51][CH3:52])=[O:49])=[CH:46][CH:45]=[CH:44][C:42]=4[N:43]=3)[CH2:23][C@@H:22]2[NH:21][CH:3]([CH2:4][CH3:5])[CH2:2][CH3:1])=[O:30])[NH:32][C:33]=1[CH2:37][CH3:38]. The yield is 0.680. (7) The reactants are [Cl:1][C:2]1[CH:7]=[C:6]([Cl:8])[CH:5]=[CH:4][C:3]=1[C:9]1[N:10]=[C:11](/[CH:18]=[CH:19]/[C:20]2[CH:25]=[CH:24][C:23]([O:26][CH3:27])=[CH:22][CH:21]=2)[N:12]([CH2:14][C:15]([OH:17])=O)[CH:13]=1.[CH3:28][CH:29]([NH2:40])[C:30]1[C:39]2[C:34](=[CH:35][CH:36]=[CH:37][CH:38]=2)[CH:33]=[CH:32][CH:31]=1. No catalyst specified. The product is [Cl:1][C:2]1[CH:7]=[C:6]([Cl:8])[CH:5]=[CH:4][C:3]=1[C:9]1[N:10]=[C:11](/[CH:18]=[CH:19]/[C:20]2[CH:21]=[CH:22][C:23]([O:26][CH3:27])=[CH:24][CH:25]=2)[N:12]([CH2:14][C:15]([NH:40][CH:29]([C:30]2[C:39]3[C:34](=[CH:35][CH:36]=[CH:37][CH:38]=3)[CH:33]=[CH:32][CH:31]=2)[CH3:28])=[O:17])[CH:13]=1. The yield is 0.780. (8) The reactants are [OH:1][CH:2]([CH:9]1[CH2:14][CH:13]2[CH2:15][CH:10]1[CH:11]=[CH:12]2)[CH2:3][CH2:4][CH2:5][CH2:6][O:7][CH3:8].[C:16](OC(=O)C)(=[O:18])[CH3:17].O. The catalyst is N1C=CC=CC=1.CN(C)C1C=CN=CC=1. The product is [C:16]([O:1][CH:2]([CH:9]1[CH2:14][CH:13]2[CH2:15][CH:10]1[CH:11]=[CH:12]2)[CH2:3][CH2:4][CH2:5][CH2:6][O:7][CH3:8])(=[O:18])[CH3:17]. The yield is 0.970. (9) The reactants are [C:1]1(=[O:6])[CH2:5][CH2:4][CH:3]=[CH:2]1.[CH:7](=[O:12])[CH2:8][CH2:9][CH2:10][CH3:11].C(P(CCCC)CCCC)CCC. The catalyst is C1COCC1. The product is [OH:12][CH:7]([C:2]1[C:1](=[O:6])[CH2:5][CH2:4][CH:3]=1)[CH2:8][CH2:9][CH2:10][CH3:11]. The yield is 0.920.